This data is from Catalyst prediction with 721,799 reactions and 888 catalyst types from USPTO. The task is: Predict which catalyst facilitates the given reaction. (1) Reactant: [C:1]([N:5]([CH2:9][CH2:10][N:11]1[C:19](=[O:20])[C:18]2[C:13](=[CH:14][CH:15]=[CH:16][CH:17]=2)[C:12]1=[O:21])[C:6](=[O:8])[OH:7])([CH3:4])(C)C.[C:22]1(=O)NC(=O)[C:24]2=CC=C[CH:31]=[C:23]12.[H-].[Na+].[CH2:35](Br)C=C. Product: [CH2:1]([N:5]([CH2:9][CH2:10][N:11]1[C:12](=[O:21])[C:13]2[C:18](=[CH:17][CH:16]=[CH:15][CH:14]=2)[C:19]1=[O:20])[C:6](=[O:8])[O:7][C:23]([CH3:24])([CH3:31])[CH3:22])[CH:4]=[CH2:35]. The catalyst class is: 1. (2) Reactant: [Cl:1][C:2]1[C:11]2[N:12]=[CH:13][N:14](COCC[Si](C)(C)C)[C:10]=2[C:9]2[O:8][C:7]([C:23]3[CH:28]=[CH:27][CH:26]=[CH:25][CH:24]=3)=[C:6]([I:29])[C:5](=[O:30])[C:4]=2[CH:3]=1.ClC1C2N(COCC[Si](C)(C)C)C=NC=2C2OC(C3C=CC=CC=3)=C(I)C(=O)C=2C=1.C(O)(C(F)(F)F)=O. The catalyst class is: 2. Product: [Cl:1][C:2]1[C:11]2[N:12]=[CH:13][NH:14][C:10]=2[C:9]2[O:8][C:7]([C:23]3[CH:28]=[CH:27][CH:26]=[CH:25][CH:24]=3)=[C:6]([I:29])[C:5](=[O:30])[C:4]=2[CH:3]=1. (3) Reactant: [F:1][C:2]1[CH:3]=[C:4]([C:12]([OH:14])=O)[C:5]2[O:10][CH2:9][O:8][CH2:7][C:6]=2[CH:11]=1.[CH2:15]([O:17][C:18]([C:20]1([NH2:29])[CH2:28][C:27]2[C:22](=[CH:23][CH:24]=[CH:25][CH:26]=2)[CH2:21]1)=[O:19])[CH3:16].CN(C(ON1N=NC2C=CC=NC1=2)=[N+](C)C)C.F[P-](F)(F)(F)(F)F.CCN(C(C)C)C(C)C. Product: [CH2:15]([O:17][C:18]([C:20]1([NH:29][C:12]([C:4]2[C:5]3[O:10][CH2:9][O:8][CH2:7][C:6]=3[CH:11]=[C:2]([F:1])[CH:3]=2)=[O:14])[CH2:28][C:27]2[C:22](=[CH:23][CH:24]=[CH:25][CH:26]=2)[CH2:21]1)=[O:19])[CH3:16]. The catalyst class is: 3. (4) Reactant: [Cl:1][C:2]1[N:7]=[CH:6][C:5]([CH2:8][CH:9]([C:12]#[N:13])[C:10]#[N:11])=[CH:4][CH:3]=1.[H-].[Na+].[CH2:16](Br)[CH:17]=[CH2:18].Cl. Product: [CH2:18]([C:9]([CH2:8][C:5]1[CH:6]=[N:7][C:2]([Cl:1])=[CH:3][CH:4]=1)([C:12]#[N:13])[C:10]#[N:11])[CH:17]=[CH2:16]. The catalyst class is: 9. (5) Reactant: C(OC(=O)[N:7]([CH2:14][CH2:15][NH:16][C:17]1[N:22]2[N:23]=[C:24]([CH3:40])[C:25]([C:26]3[C:31]([Cl:32])=[CH:30][C:29]([C:33]#[C:34][Si](C)(C)C)=[CH:28][C:27]=3[Cl:39])=[C:21]2[N:20]=[C:19]([CH3:41])[CH:18]=1)[CH:8]1[CH2:13][CH2:12][O:11][CH2:10][CH2:9]1)(C)(C)C.[OH-].[K+]. Product: [Cl:39][C:27]1[CH:28]=[C:29]([C:33]#[CH:34])[CH:30]=[C:31]([Cl:32])[C:26]=1[C:25]1[C:24]([CH3:40])=[N:23][N:22]2[C:17]([NH:16][CH2:15][CH2:14][NH:7][CH:8]3[CH2:9][CH2:10][O:11][CH2:12][CH2:13]3)=[CH:18][C:19]([CH3:41])=[N:20][C:21]=12. The catalyst class is: 8. (6) Reactant: [OH:1][CH2:2][N:3]1[C:11]2[C:6](=[C:7]([OH:12])[CH:8]=[CH:9][CH:10]=2)[CH:5]=[CH:4]1.[CH2:13](OC1C=CC=C2C=1C=CN2)[C:14]1[CH:19]=[CH:18][CH:17]=[CH:16][CH:15]=1.C=O.[OH-].[Na+]. Product: [CH2:13]([O:12][C:7]1[CH:8]=[CH:9][CH:10]=[C:11]2[C:6]=1[CH:5]=[CH:4][N:3]2[CH2:2][OH:1])[C:14]1[CH:19]=[CH:18][CH:17]=[CH:16][CH:15]=1. The catalyst class is: 14. (7) Reactant: [NH:1]1[CH:8]=[N:7][C:5]([NH2:6])=[N:4][C:2]1=[O:3].C[Si](N[Si](C)(C)C)(C)C.C[Si](Cl)(C)C.[Si](OS(C(F)(F)F)(=O)=O)(C)(C)C.C(O[C@@H:39]1[O:51][C@H:50]([CH2:52][O:53]C(=O)C)[C@@H:45]([O:46]C(=O)C)[C@H:40]1[O:41]C(=O)C)(=O)C.C(=O)(O)[O-].[Na+].C[O-].[Na+].CO. Product: [C@@H:39]1([N:1]2[CH:8]=[N:7][C:5]([NH2:6])=[N:4][C:2]2=[O:3])[O:51][C@H:50]([CH2:52][OH:53])[C@@H:45]([OH:46])[C@H:40]1[OH:41]. The catalyst class is: 10. (8) The catalyst class is: 8. Product: [C:1]([C:9]1[CH:10]=[CH:11][C:12]([C:13]([O:15][CH2:18][CH3:19])=[O:14])=[CH:16][CH:17]=1)(=[O:8])[C:2]1[CH:3]=[CH:4][CH:5]=[CH:6][CH:7]=1. Reactant: [C:1]([C:9]1[CH:17]=[CH:16][C:12]([C:13]([OH:15])=[O:14])=[CH:11][CH:10]=1)(=[O:8])[C:2]1[CH:7]=[CH:6][CH:5]=[CH:4][CH:3]=1.[C:18]1(C)C=CC=C[CH:19]=1.C1(C)C=CC(S(O)(=O)=O)=CC=1.